This data is from Reaction yield outcomes from USPTO patents with 853,638 reactions. The task is: Predict the reaction yield, written as a fraction of the theoretical maximum amount of product (1.0 means a 100% yield; for example, 0.34 means a 34% yield). The reactants are [CH3:1][O:2][C:3]1[CH:8]=[CH:7][C:6]([C:9]2[CH:10]=[C:11]3[C:16]4=[C:17]([C@@H:19]5[CH2:24][NH:23][CH2:22][CH2:21][C@@H:20]5[N:15]4[CH2:14][CH2:13][CH2:12]3)[CH:18]=2)=[C:5]([C:25]([F:28])([F:27])[F:26])[CH:4]=1.[C:29](O)(=O)[CH3:30]. No catalyst specified. The product is [CH2:29]([N:23]1[CH2:22][CH2:21][C@@H:20]2[N:15]3[C:16]4[C:11](=[CH:10][C:9]([C:6]5[CH:7]=[CH:8][C:3]([O:2][CH3:1])=[CH:4][C:5]=5[C:25]([F:28])([F:26])[F:27])=[CH:18][C:17]=4[C@@H:19]2[CH2:24]1)[CH2:12][CH2:13][CH2:14]3)[CH3:30]. The yield is 0.810.